From a dataset of Peptide-MHC class II binding affinity with 134,281 pairs from IEDB. Regression. Given a peptide amino acid sequence and an MHC pseudo amino acid sequence, predict their binding affinity value. This is MHC class II binding data. The peptide sequence is MTEQQWNFAGIEAAA. The MHC is DRB1_1101 with pseudo-sequence DRB1_1101. The binding affinity (normalized) is 0.346.